This data is from Forward reaction prediction with 1.9M reactions from USPTO patents (1976-2016). The task is: Predict the product of the given reaction. Given the reactants [CH3:1][C:2]1[C@@H:19]([OH:20])[CH2:18][C@:14]2([OH:21])[C:15]([CH3:17])([CH3:16])[C:3]=1[C@@H:4]([OH:48])[C:5]([C@@:7]1([CH3:47])[C@H:12]([C@@H:13]2[O:22][C:23]([C:25]2[CH:30]=[CH:29][CH:28]=[CH:27][CH:26]=2)=[O:24])[C@:11]2([O:33][C:34]([CH3:36])=[O:35])[CH2:31][O:32][C@@H:10]2[CH2:9][C@@H:8]1[O:37][C@@H:38]1[O:43][CH2:42][C@@H:41]([OH:44])[C@H:40]([OH:45])[C@H:39]1[OH:46])=[O:6].CC1[C@@H](O)C[C@]2(O)C(C)(C)C=1[C@@H:52](O)[C:53]([C@@]1(C)[C@H]([C@@H]2OC(C2C=CC=CC=2)=O)[C@]2(OC(C)=O)CO[C@@H]2C[C@@H]1O)=[O:54], predict the reaction product. The product is: [CH3:1][C:2]1[C@@H:19]([OH:20])[CH2:18][C@:14]2([OH:21])[C:15]([CH3:16])([CH3:17])[C:3]=1[C@@H:4]([O:48][C:53]([CH3:52])=[O:54])[C:5]([C@@:7]1([CH3:47])[C@H:12]([C@@H:13]2[O:22][C:23]([C:25]2[CH:26]=[CH:27][CH:28]=[CH:29][CH:30]=2)=[O:24])[C@:11]2([O:33][C:34]([CH3:36])=[O:35])[CH2:31][O:32][C@@H:10]2[CH2:9][C@@H:8]1[O:37][C@@H:38]1[O:43][CH2:42][C@@H:41]([OH:44])[C@H:40]([OH:45])[C@H:39]1[OH:46])=[O:6].